Predict the reaction yield, written as a fraction of the theoretical maximum amount of product (1.0 means a 100% yield; for example, 0.34 means a 34% yield). From a dataset of Reaction yield outcomes from USPTO patents with 853,638 reactions. The reactants are Cl[C:2]1[N:10]=[C:9]2[C:5]([N:6]=[CH:7][N:8]2[CH2:11][CH2:12][CH3:13])=[C:4]([NH:14][CH2:15][C:16]2[CH:17]=[N:18][CH:19]=[CH:20][CH:21]=2)[N:3]=1.[NH2:22][C@H:23]([CH2:26][CH3:27])[CH2:24][OH:25].CCOCC. The catalyst is O. The product is [CH2:11]([N:8]1[CH:7]=[N:6][C:5]2[C:9]1=[N:10][C:2]([NH:22][C@H:23]([CH2:26][CH3:27])[CH2:24][OH:25])=[N:3][C:4]=2[NH:14][CH2:15][C:16]1[CH:17]=[N:18][CH:19]=[CH:20][CH:21]=1)[CH2:12][CH3:13]. The yield is 0.660.